From a dataset of Full USPTO retrosynthesis dataset with 1.9M reactions from patents (1976-2016). Predict the reactants needed to synthesize the given product. Given the product [N:27]1([CH2:6][CH2:7][N:8]([CH2:9][C:10]([F:13])([F:12])[F:11])[C:14]2[CH:19]=[CH:18][C:17]([C:20]#[N:21])=[C:16]([C:22]([F:25])([F:24])[F:23])[CH:15]=2)[CH:31]=[N:30][CH:29]=[N:28]1, predict the reactants needed to synthesize it. The reactants are: CS(O[CH2:6][CH2:7][N:8]([C:14]1[CH:19]=[CH:18][C:17]([C:20]#[N:21])=[C:16]([C:22]([F:25])([F:24])[F:23])[CH:15]=1)[CH2:9][C:10]([F:13])([F:12])[F:11])(=O)=O.[Na].[NH:27]1[CH:31]=[N:30][CH:29]=[N:28]1.